This data is from Full USPTO retrosynthesis dataset with 1.9M reactions from patents (1976-2016). The task is: Predict the reactants needed to synthesize the given product. (1) Given the product [CH:12]1([NH:11][C:9]2[S:10][C:6]([C:4]([OH:5])=[O:3])=[CH:7][N:8]=2)[CH2:13][CH2:14]1, predict the reactants needed to synthesize it. The reactants are: C([O:3][C:4]([C:6]1[S:10][C:9]([NH:11][CH:12]2[CH2:14][CH2:13]2)=[N:8][CH:7]=1)=[O:5])C.[OH-].[Na+]. (2) Given the product [NH4+:9].[OH-:23].[F:1][C:2]1[CH:7]=[CH:6][CH:5]=[C:4]([F:8])[C:3]=1[N:9]1[C:14]2[N:15]=[CH:16][N:17]=[C:18]([C:19]3[CH:20]=[C:21]([CH:26]=[CH:27][C:28]=3[CH3:29])[C:22]([NH:24][CH3:25])=[O:23])[C:13]=2[CH2:12][NH:11][C:10]1=[O:34], predict the reactants needed to synthesize it. The reactants are: [F:1][C:2]1[CH:7]=[CH:6][CH:5]=[C:4]([F:8])[C:3]=1[N:9]1[C:14]2[N:15]=[C:16](S(C)(=O)=O)[N:17]=[C:18]([C:19]3[CH:20]=[C:21]([CH:26]=[CH:27][C:28]=3[CH3:29])[C:22]([NH:24][CH3:25])=[O:23])[C:13]=2[CH2:12][NH:11][C:10]1=[O:34].NCCCNC(C)C. (3) Given the product [CH3:31][C@H:32]1[NH:33][C@@H:34]([CH3:38])[CH2:35][N:36]([CH2:27][C:26]2[CH:29]=[CH:30][C:23]([C:22]3[C:17]([C:15]([N:12]4[CH2:13][CH2:14][CH:9]([CH2:8][C:5]5[CH:6]=[CH:7][C:2]([F:1])=[CH:3][CH:4]=5)[CH2:10][CH2:11]4)=[O:16])=[N:18][CH:19]=[CH:20][CH:21]=3)=[CH:24][CH:25]=2)[CH2:37]1, predict the reactants needed to synthesize it. The reactants are: [F:1][C:2]1[CH:7]=[CH:6][C:5]([CH2:8][CH:9]2[CH2:14][CH2:13][N:12]([C:15]([C:17]3[C:22]([C:23]4[CH:30]=[CH:29][C:26]([CH:27]=O)=[CH:25][CH:24]=4)=[CH:21][CH:20]=[CH:19][N:18]=3)=[O:16])[CH2:11][CH2:10]2)=[CH:4][CH:3]=1.[CH3:31][C@@H:32]1[CH2:37][NH:36][CH2:35][C@H:34]([CH3:38])[NH:33]1.C(O[BH-](OC(=O)C)OC(=O)C)(=O)C.[Na+].